This data is from Forward reaction prediction with 1.9M reactions from USPTO patents (1976-2016). The task is: Predict the product of the given reaction. (1) Given the reactants [C:1]1([N:7]2[N:11]3[CH2:12][CH2:13][CH2:14][CH2:15][C:10]3=[CH:9][C:8]2=[O:16])[CH:6]=[CH:5][CH:4]=[CH:3][CH:2]=1.[Br:17]N1C(=O)CCC1=O, predict the reaction product. The product is: [Br:17][C:9]1[C:8](=[O:16])[N:7]([C:1]2[CH:2]=[CH:3][CH:4]=[CH:5][CH:6]=2)[N:11]2[CH2:12][CH2:13][CH2:14][CH2:15][C:10]=12. (2) Given the reactants P(Br)(Br)[Br:2].[Br:5][C:6]1[C:7]([O:15][CH3:16])=[CH:8][C:9]([F:14])=[C:10]([CH2:12]O)[CH:11]=1.C([O-])(O)=O.[Na+], predict the reaction product. The product is: [Br:5][C:6]1[CH:11]=[C:10]([CH2:12][Br:2])[C:9]([F:14])=[CH:8][C:7]=1[O:15][CH3:16]. (3) Given the reactants [C:1]([O:5][C:6]([NH:8][C@H:9]([C:13]1[N:23]=[CH:22][C:21]([Cl:24])=[CH:20][C:14]=1[C:15]([O:17][CH2:18][CH3:19])=[O:16])[CH:10]([CH3:12])[CH3:11])=[O:7])([CH3:4])([CH3:3])[CH3:2].[CH2:25]([O:27]C(=O)CC(=O)C(NC(OC(C)(C)C)=O)C1CCOC1)C, predict the reaction product. The product is: [CH2:18]([O:17][C:15](=[O:16])[C:14]1[CH:20]=[C:21]([Cl:24])[CH:22]=[N:23][C:13]=1[CH:9]([NH:8][C:6]([O:5][C:1]([CH3:4])([CH3:2])[CH3:3])=[O:7])[CH:10]1[CH2:11][CH2:25][O:27][CH2:12]1)[CH3:19]. (4) Given the reactants Cl[C:2]1[N:10]=[C:9](Cl)[C:8]([F:12])=[CH:7][C:3]=1[C:4]([NH2:6])=[O:5].[N:13]1([CH2:18][CH2:19][C:20]2[CH:26]=[CH:25][C:23]([NH2:24])=[CH:22][CH:21]=2)[CH2:17][CH2:16][CH2:15][CH2:14]1.C(O[C:32](=[O:39])[NH:33][C@H:34]1[CH2:38][CH2:37][NH:36][CH2:35]1)(C)(C)C.[C:40](O)(=O)[CH:41]=C, predict the reaction product. The product is: [C:32]([NH:33][C@H:34]1[CH2:38][CH2:37][N:36]([C:2]2[N:10]=[C:9]([NH:24][C:23]3[CH:22]=[CH:21][C:20]([CH2:19][CH2:18][N:13]4[CH2:17][CH2:16][CH2:15][CH2:14]4)=[CH:26][CH:25]=3)[C:8]([F:12])=[CH:7][C:3]=2[C:4]([NH2:6])=[O:5])[CH2:35]1)(=[O:39])[CH:40]=[CH2:41]. (5) Given the reactants [NH2:1][CH:2]1[CH2:7][CH2:6][N:5]([CH2:8][CH2:9][C:10]2[C:11]([Cl:22])=[CH:12][N:13]=[C:14]3[C:19]=2[N:18]([CH3:20])[C:17](=[O:21])[CH:16]=[CH:15]3)[CH2:4][CH2:3]1.[O:23]=[C:24]1[CH2:29][O:28][C:27]2[CH:30]=[CH:31][C:32]([CH:34]=O)=[N:33][C:26]=2[NH:25]1, predict the reaction product. The product is: [ClH:22].[ClH:22].[Cl:22][C:11]1[CH:12]=[N:13][C:14]2[CH:15]=[CH:16][C:17](=[O:21])[N:18]([CH3:20])[C:19]=2[C:10]=1[CH2:9][CH2:8][N:5]1[CH2:6][CH2:7][CH:2]([NH:1][CH2:34][C:32]2[CH:31]=[CH:30][C:27]3[O:28][CH2:29][C:24](=[O:23])[NH:25][C:26]=3[N:33]=2)[CH2:3][CH2:4]1.